From a dataset of Peptide-MHC class II binding affinity with 134,281 pairs from IEDB. Regression. Given a peptide amino acid sequence and an MHC pseudo amino acid sequence, predict their binding affinity value. This is MHC class II binding data. (1) The peptide sequence is YDKFLANPSTVLTGK. The MHC is DRB1_1602 with pseudo-sequence DRB1_1602. The binding affinity (normalized) is 0.702. (2) The peptide sequence is DKKYFAATQFEPLAA. The MHC is DRB1_1001 with pseudo-sequence DRB1_1001. The binding affinity (normalized) is 0.620. (3) The peptide sequence is KKEEKKESGDAASGA. The MHC is DRB1_1001 with pseudo-sequence DRB1_1001. The binding affinity (normalized) is 0.